Predict the product of the given reaction. From a dataset of Forward reaction prediction with 1.9M reactions from USPTO patents (1976-2016). (1) Given the reactants [CH3:1][O:2][C:3]1[CH:4]=[C:5]([CH:10]=[CH:11][CH:12]=1)[CH2:6][N:7]=[C:8]=[S:9].[CH3:13][O:14][C:15]1[CH:16]=[C:17]([CH:20]=[CH:21][CH:22]=1)[CH2:18][NH2:19].COC1C=C(C=CC=1)CNC(N)=S, predict the reaction product. The product is: [CH3:1][O:2][C:3]1[CH:4]=[C:5]([CH:10]=[CH:11][CH:12]=1)[CH2:6][NH:7][C:8]([NH:19][CH2:18][C:17]1[CH:20]=[CH:21][CH:22]=[C:15]([O:14][CH3:13])[CH:16]=1)=[S:9]. (2) Given the reactants [H-].[Na+].[O:3]=[C:4]1[CH2:12][C:11]2[C:6](=[CH:7][CH:8]=[C:9]([S:13]([NH2:16])(=[O:15])=[O:14])[CH:10]=2)[NH:5]1.Cl[C:18]1[C:27]2[C:22](=[CH:23][C:24]([O:30][CH2:31][CH2:32][N:33]3[CH:37]=[CH:36][N:35]=[CH:34]3)=[C:25]([O:28][CH3:29])[CH:26]=2)[N:21]=[CH:20][N:19]=1.CS(C)=O, predict the reaction product. The product is: [C:4]([OH:28])(=[O:3])[CH3:12].[N:33]1([CH2:32][CH2:31][O:30][C:24]2[CH:23]=[C:22]3[C:27]([C:18]([CH:12]4[C:11]5[C:6](=[CH:7][CH:8]=[C:9]([S:13]([NH2:16])(=[O:14])=[O:15])[CH:10]=5)[NH:5][C:4]4=[O:3])=[N:19][CH:20]=[N:21]3)=[CH:26][C:25]=2[O:28][CH3:29])[CH:37]=[CH:36][N:35]=[CH:34]1. (3) Given the reactants [F:1][C:2]1[CH:3]=[C:4]2[C:8](=[CH:9][CH:10]=1)[NH:7][C:6](=[O:11])[C:5]2=[CH:12][C:13]1[CH:14]=[C:15]([CH:19]=[CH:20][CH:21]=1)[C:16](O)=[O:17].Cl.C(N=C=NCCCN(C)C)C.OC1C2N=NNC=2C=CC=1.C(N(CC)CC)C.Cl.[CH3:52][O:53][C:54](=[O:63])[CH2:55][CH2:56][CH2:57][CH2:58][CH2:59][CH2:60][CH2:61][NH2:62], predict the reaction product. The product is: [CH3:52][O:53][C:54](=[O:63])[CH2:55][CH2:56][CH2:57][CH2:58][CH2:59][CH2:60][CH2:61][NH:62][C:16](=[O:17])[C:15]1[CH:19]=[CH:20][CH:21]=[C:13]([CH:12]=[C:5]2[C:4]3[C:8](=[CH:9][CH:10]=[C:2]([F:1])[CH:3]=3)[NH:7][C:6]2=[O:11])[CH:14]=1. (4) Given the reactants [Cl:1][C:2]1[N:10]=[C:9]2[C:5]([N:6]([CH2:16][O:17][CH2:18][CH2:19][Si:20]([CH3:23])([CH3:22])[CH3:21])[C:7]([CH:11]3[CH2:15][CH2:14][CH2:13][CH2:12]3)=[N:8]2)=[C:4](Cl)[N:3]=1.C(=O)([O-])[O-:26].[Na+].[Na+], predict the reaction product. The product is: [Cl:1][C:2]1[NH:3][C:4](=[O:26])[C:5]2[N:6]([CH2:16][O:17][CH2:18][CH2:19][Si:20]([CH3:23])([CH3:22])[CH3:21])[C:7]([CH:11]3[CH2:15][CH2:14][CH2:13][CH2:12]3)=[N:8][C:9]=2[N:10]=1. (5) Given the reactants CC([N:5]([CH2:9][C:10]1[CH:15]=[C:14](Br)[CH:13]=[CH:12][C:11]=1[CH3:17])[C:6](=[O:8])[O-:7])(C)C.[O-]P([O-])([O-])=O.[K+].[K+].[K+].[CH3:26][C:27]([Si:30]([CH3:43])([CH3:42])[O:31][CH2:32][C:33]1[CH:34]=[C:35](B(O)O)[CH:36]=[CH:37][CH:38]=1)([CH3:29])[CH3:28], predict the reaction product. The product is: [CH3:26][C:27]([Si:30]([CH3:43])([CH3:42])[O:31][CH2:32][C:33]1[CH:34]=[C:35]([C:14]2[CH:13]=[CH:12][C:11]([CH3:17])=[C:10]([CH2:9][NH:5][C:6](=[O:8])[O:7][C:10]([CH3:15])([CH3:11])[CH3:9])[CH:15]=2)[CH:36]=[CH:37][CH:38]=1)([CH3:29])[CH3:28]. (6) Given the reactants [F:1][C:2]1[C:7]([CH:8]2[CH2:13][CH2:12]S[CH2:10][CH2:9]2)=[CH:6][CH:5]=[CH:4][N:3]=1.C[N+]1([O-])CCOCC1.[S:22]([O-:25])(O)=[O:23].[Na+], predict the reaction product. The product is: [O:23]=[S:22]1(=[O:25])[CH2:10][CH2:9][CH:8]([C:7]2[C:2]([F:1])=[N:3][CH:4]=[CH:5][CH:6]=2)[CH2:13][CH2:12]1.